This data is from Peptide-MHC class II binding affinity with 134,281 pairs from IEDB. The task is: Regression. Given a peptide amino acid sequence and an MHC pseudo amino acid sequence, predict their binding affinity value. This is MHC class II binding data. The peptide sequence is NVYQRGTHPFSRIRD. The MHC is HLA-DQA10501-DQB10303 with pseudo-sequence HLA-DQA10501-DQB10303. The binding affinity (normalized) is 0.460.